This data is from Full USPTO retrosynthesis dataset with 1.9M reactions from patents (1976-2016). The task is: Predict the reactants needed to synthesize the given product. (1) Given the product [CH:1]1([C:4]2[NH:15][C:7]3=[N:8][CH:9]=[CH:10][C:11]([C:25]4[CH:30]=[CH:29][C:28]([S:31]([NH:34][CH2:35][C:36]([OH:39])([CH3:37])[CH3:38])(=[O:33])=[O:32])=[CH:27][CH:26]=4)=[C:6]3[CH:5]=2)[CH2:3][CH2:2]1, predict the reactants needed to synthesize it. The reactants are: [CH:1]1([C:4]2[NH:15][C:7]3=[N:8][CH:9]=[CH:10][C:11](B(O)O)=[C:6]3[CH:5]=2)[CH2:3][CH2:2]1.P([O-])([O-])([O-])=O.[K+].[K+].[K+].Br[C:25]1[CH:30]=[CH:29][C:28]([S:31]([NH:34][CH2:35][C:36]([OH:39])([CH3:38])[CH3:37])(=[O:33])=[O:32])=[CH:27][CH:26]=1.C(O)(C(F)(F)F)=O. (2) Given the product [CH2:1]([O:5][C:6]1[N:14]=[C:13]2[C:9]([NH:10][C:11](=[O:30])[N:12]2[CH2:15][CH2:16][CH2:17][CH2:18][CH2:19][N:20]2[CH2:25][CH2:24][CH:23]([C:26]([O:28][CH3:29])=[O:27])[CH2:22][CH2:21]2)=[C:8]([NH2:32])[N:7]=1)[CH2:2][CH2:3][CH3:4], predict the reactants needed to synthesize it. The reactants are: [CH2:1]([O:5][C:6]1[N:14]=[C:13]2[C:9]([N:10]=[C:11]([O:30]C)[N:12]2[CH2:15][CH2:16][CH2:17][CH2:18][CH2:19][N:20]2[CH2:25][CH2:24][CH:23]([C:26]([O:28][CH3:29])=[O:27])[CH2:22][CH2:21]2)=[C:8]([NH2:32])[N:7]=1)[CH2:2][CH2:3][CH3:4].S(=O)(=O)(O)O.N. (3) Given the product [Br:23][CH:13]([CH2:14][CH2:15][CH:16]1[CH2:21][CH2:20][CH2:19][CH2:18][CH2:17]1)[C:12]([C:4]1[CH:5]=[C:6]([O:10][CH3:11])[C:7]([Cl:9])=[CH:8][C:3]=1[O:2][CH3:1])=[O:22], predict the reactants needed to synthesize it. The reactants are: [CH3:1][O:2][C:3]1[CH:8]=[C:7]([Cl:9])[C:6]([O:10][CH3:11])=[CH:5][C:4]=1[C:12](=[O:22])[CH2:13][CH2:14][CH2:15][CH:16]1[CH2:21][CH2:20][CH2:19][CH2:18][CH2:17]1.[Br:23]Br.O. (4) The reactants are: [CH3:1][C:2]1[CH:13]=[CH:12][CH:11]=[C:10]2[C:3]=1[NH:4][CH:5]=[C:6]2[CH2:7][CH2:8][NH2:9].C([N:21]1[CH2:25][CH2:24][C:23](=O)[CH2:22]1)(OC(C)(C)C)=O.Cl.O1CCOCC1. Given the product [CH3:1][C:2]1[CH:13]=[CH:12][CH:11]=[C:10]2[C:3]=1[NH:4][C:5]1[C:23]3([CH2:24][CH2:25][NH:21][CH2:22]3)[NH:9][CH2:8][CH2:7][C:6]2=1, predict the reactants needed to synthesize it. (5) Given the product [CH3:12][O:11][C:9]([C:4]12[CH2:7][CH2:8][C:1]([C:13]([OH:15])=[O:14])([CH2:6][CH2:5]1)[CH2:2][CH2:3]2)=[O:10], predict the reactants needed to synthesize it. The reactants are: [C:1]12([C:13]([O:15]C)=[O:14])[CH2:8][CH2:7][C:4]([C:9]([O:11][CH3:12])=[O:10])([CH2:5][CH2:6]1)[CH2:3][CH2:2]2.[Li+].[OH-]. (6) The reactants are: [C:1]([O:5][C:6]([N:8]1[CH2:13][CH2:12][NH:11][CH2:10][CH2:9]1)=[O:7])([CH3:4])([CH3:3])[CH3:2].[Cl:14][C:15]1[N:20]=[C:19](Cl)[C:18]([NH2:22])=[CH:17][N:16]=1.C(N(CC)CC)C. Given the product [C:1]([O:5][C:6]([N:8]1[CH2:13][CH2:12][N:11]([C:17]2[C:18]([NH2:22])=[CH:19][N:20]=[C:15]([Cl:14])[N:16]=2)[CH2:10][CH2:9]1)=[O:7])([CH3:4])([CH3:2])[CH3:3], predict the reactants needed to synthesize it.